Dataset: NCI-60 drug combinations with 297,098 pairs across 59 cell lines. Task: Regression. Given two drug SMILES strings and cell line genomic features, predict the synergy score measuring deviation from expected non-interaction effect. Drug 1: COC1=CC(=CC(=C1O)OC)C2C3C(COC3=O)C(C4=CC5=C(C=C24)OCO5)OC6C(C(C7C(O6)COC(O7)C8=CC=CS8)O)O. Drug 2: CN(C(=O)NC(C=O)C(C(C(CO)O)O)O)N=O. Cell line: T-47D. Synergy scores: CSS=34.3, Synergy_ZIP=-10.4, Synergy_Bliss=-2.86, Synergy_Loewe=-39.8, Synergy_HSA=-0.124.